The task is: Predict the product of the given reaction.. This data is from Forward reaction prediction with 1.9M reactions from USPTO patents (1976-2016). (1) Given the reactants [O:1]=[C:2]1[N:8]([CH:9]2[CH2:14][CH2:13][N:12]([C:15]([O:17][C@H:18]([CH2:33][C:34]3[CH:39]=[C:38]([C:40]([F:43])([F:42])[F:41])[C:37]([NH2:44])=[C:36]([Cl:45])[CH:35]=3)[C:19](=[O:32])[N:20]3[CH2:25][CH2:24][N:23]([CH:26]4[CH2:31][CH2:30][NH:29][CH2:28][CH2:27]4)[CH2:22][CH2:21]3)=[O:16])[CH2:11][CH2:10]2)[CH2:7][CH2:6][C:5]2[CH:46]=[CH:47][CH:48]=[CH:49][C:4]=2[NH:3]1.C([O-])([O-])=O.[K+].[K+].Br[CH:57]([CH3:63])[C:58]([O:60][CH2:61][CH3:62])=[O:59], predict the reaction product. The product is: [O:1]=[C:2]1[N:8]([CH:9]2[CH2:14][CH2:13][N:12]([C:15]([O:17][C@H:18]([CH2:33][C:34]3[CH:39]=[C:38]([C:40]([F:41])([F:43])[F:42])[C:37]([NH2:44])=[C:36]([Cl:45])[CH:35]=3)[C:19]([N:20]3[CH2:21][CH2:22][N:23]([CH:26]4[CH2:31][CH2:30][N:29]([CH:57]([C:58]([O:60][CH2:61][CH3:62])=[O:59])[CH3:63])[CH2:28][CH2:27]4)[CH2:24][CH2:25]3)=[O:32])=[O:16])[CH2:11][CH2:10]2)[CH2:7][CH2:6][C:5]2[CH:46]=[CH:47][CH:48]=[CH:49][C:4]=2[NH:3]1. (2) Given the reactants [F:1][C:2]([F:26])([C:20]1[CH:25]=[CH:24][CH:23]=[CH:22][CH:21]=1)[CH2:3][NH:4][C:5]1[C:6](=[O:19])[N:7]([CH2:12][CH2:13][C:14](OCC)=[O:15])[C:8]([CH3:11])=[CH:9][N:10]=1.CO.[BH4-].[Na+], predict the reaction product. The product is: [F:26][C:2]([F:1])([C:20]1[CH:25]=[CH:24][CH:23]=[CH:22][CH:21]=1)[CH2:3][NH:4][C:5]1[C:6](=[O:19])[N:7]([CH2:12][CH2:13][CH2:14][OH:15])[C:8]([CH3:11])=[CH:9][N:10]=1. (3) Given the reactants [C:1](=[O:24])(OC1C=CC([N+]([O-])=O)=CC=1)[O:2][CH2:3][CH:4]1[CH2:9][CH2:8][N:7]([CH2:10][CH2:11][O:12][CH3:13])[CH2:6][CH2:5]1.CN1CCOCC1.ClC(OC1C=CC([N+]([O-])=O)=CC=1)=O.[CH3:45][O:46][C:47]1[CH:52]=[CH:51][C:50]([N:53]2[CH2:58][CH2:57][NH:56][CH2:55][CH2:54]2)=[CH:49][CH:48]=1.CCN(C(C)C)C(C)C, predict the reaction product. The product is: [CH3:45][O:46][C:47]1[CH:48]=[CH:49][C:50]([N:53]2[CH2:58][CH2:57][N:56]([C:1]([O:2][CH2:3][CH:4]3[CH2:5][CH2:6][N:7]([CH2:10][CH2:11][O:12][CH3:13])[CH2:8][CH2:9]3)=[O:24])[CH2:55][CH2:54]2)=[CH:51][CH:52]=1. (4) The product is: [Br:11][CH2:7][CH2:6][C:5]1[CH:9]=[CH:10][C:2]([OH:1])=[CH:3][CH:4]=1. Given the reactants [OH:1][C:2]1[CH:10]=[CH:9][C:5]([CH2:6][CH2:7]O)=[CH:4][CH:3]=1.[BrH:11], predict the reaction product. (5) The product is: [CH2:1]([C:3]1[CH:7]=[C:6]([CH2:8][CH3:9])[N:5]([C:10]2[CH:15]=[CH:14][C:13]([NH:25][CH2:18][C:19]3[CH:24]=[CH:23][CH:22]=[CH:21][CH:20]=3)=[CH:12][C:11]=2[CH3:17])[N:4]=1)[CH3:2]. Given the reactants [CH2:1]([C:3]1[CH:7]=[C:6]([CH2:8][CH3:9])[N:5]([C:10]2[CH:15]=[CH:14][C:13](I)=[CH:12][C:11]=2[CH3:17])[N:4]=1)[CH3:2].[CH2:18]([NH2:25])[C:19]1[CH:24]=[CH:23][CH:22]=[CH:21][CH:20]=1.C1(P(C2C=CC=CC=2)C2C=CC3C(=CC=CC=3)C=2C2C3C(=CC=CC=3)C=CC=2P(C2C=CC=CC=2)C2C=CC=CC=2)C=CC=CC=1.CC(C)([O-])C.[Na+], predict the reaction product. (6) Given the reactants [C:1]([O:5][C:6]([N:8]1[CH2:12][CH2:11][CH2:10][C@@H:9]1[C:13]1[S:14][C:15]([C:18](O)=O)=[CH:16][CH:17]=1)=[O:7])([CH3:4])([CH3:3])[CH3:2].C1N=CN(C(N2C=NC=C2)=O)C=1.Cl.Cl.[NH2:35][C:36]1[C:44]([NH2:45])=[CH:43][CH:42]=[CH:41][C:37]=1[C:38]([NH2:40])=[O:39], predict the reaction product. The product is: [C:38]([C:37]1[C:36]2[N:35]=[C:18]([C:15]3[S:14][C:13]([C@H:9]4[CH2:10][CH2:11][CH2:12][N:8]4[C:6]([O:5][C:1]([CH3:2])([CH3:3])[CH3:4])=[O:7])=[CH:17][CH:16]=3)[NH:45][C:44]=2[CH:43]=[CH:42][CH:41]=1)(=[O:39])[NH2:40]. (7) Given the reactants Br[C:2]1[CH:3]=[N:4][C:5]2[N:6]([CH:8]=[C:9]([CH2:11][O:12][C:13]3[CH:18]=[CH:17][C:16]([F:19])=[CH:15][CH:14]=3)[N:10]=2)[CH:7]=1.[CH3:20][C:21]1[N:26]=[CH:25][C:24](B(O)O)=[CH:23][CH:22]=1, predict the reaction product. The product is: [F:19][C:16]1[CH:17]=[CH:18][C:13]([O:12][CH2:11][C:9]2[N:10]=[C:5]3[N:4]=[CH:3][C:2]([C:24]4[CH:25]=[N:26][C:21]([CH3:20])=[CH:22][CH:23]=4)=[CH:7][N:6]3[CH:8]=2)=[CH:14][CH:15]=1.